This data is from Retrosynthesis with 50K atom-mapped reactions and 10 reaction types from USPTO. The task is: Predict the reactants needed to synthesize the given product. (1) Given the product CC(Nc1ccc(F)cc1)c1cc(C(=O)N(C)C)cc2c(=O)cc(N3CCO[C@H](C)C3)oc12, predict the reactants needed to synthesize it. The reactants are: CC(Br)c1cc(C(=O)N(C)C)cc2c(=O)cc(N3CCO[C@H](C)C3)oc12.Nc1ccc(F)cc1. (2) Given the product CC(C)(C)OC(=O)NC1CN(C(=O)c2c(F)cc(F)cc2Nc2ccc(I)cc2F)C1, predict the reactants needed to synthesize it. The reactants are: CC(C)(C)OC(=O)NC1CNC1.O=C(O)c1c(F)cc(F)cc1Nc1ccc(I)cc1F. (3) The reactants are: C=CC(C)Cl.Cc1ccc([N+](=O)[O-])c(O)c1. Given the product C=CC(C)Oc1cc(C)ccc1[N+](=O)[O-], predict the reactants needed to synthesize it.